From a dataset of Forward reaction prediction with 1.9M reactions from USPTO patents (1976-2016). Predict the product of the given reaction. (1) Given the reactants Cl.N1C=CC=[CH:4][CH:3]=1.C(OC)(OC)(OC)C.[Cl:16][CH2:17][CH2:18][CH2:19][CH2:20][CH2:21][NH:22][C:23]1[C:28]([CH3:29])=[C:27]([CH3:30])[N:26]=[C:25]([O:31][C:32]2[CH:37]=[CH:36][CH:35]=[CH:34][CH:33]=2)[C:24]=1[NH2:38], predict the reaction product. The product is: [Cl:16][CH2:17][CH2:18][CH2:19][CH2:20][CH2:21][N:22]1[C:23]2[C:28]([CH3:29])=[C:27]([CH3:30])[N:26]=[C:25]([O:31][C:32]3[CH:33]=[CH:34][CH:35]=[CH:36][CH:37]=3)[C:24]=2[N:38]=[C:3]1[CH3:4]. (2) Given the reactants C([N:4]1[CH2:8][CH2:7][N:6]([C:9]2[CH:18]=[CH:17][C:12]([C:13]([O:15]C)=O)=[CH:11][CH:10]=2)[C:5]1=[O:19])(=O)C.[CH3:20][C:21]1[CH:26]=[C:25]([CH3:27])[CH:24]=[CH:23][C:22]=1[N:28]1[CH2:33][CH2:32][NH:31][CH2:30][CH2:29]1, predict the reaction product. The product is: [CH3:20][C:21]1[CH:26]=[C:25]([CH3:27])[CH:24]=[CH:23][C:22]=1[N:28]1[CH2:29][CH2:30][N:31]([C:13]([C:12]2[CH:11]=[CH:10][C:9]([N:6]3[CH2:7][CH2:8][NH:4][C:5]3=[O:19])=[CH:18][CH:17]=2)=[O:15])[CH2:32][CH2:33]1. (3) The product is: [F:1][C:2]1[C:7]([F:8])=[C:6]([O:9][CH2:10][CH3:11])[CH:5]=[C:4]([CH3:12])[C:3]=1[CH2:13][CH2:14][CH:15]1[CH2:20][CH2:19][CH:18]([CH:21]2[CH2:26][CH2:25][CH:24]([CH2:27][CH2:28][CH2:29][CH2:30][CH3:31])[CH2:23][CH2:22]2)[CH2:17][CH2:16]1. Given the reactants [F:1][C:2]1[C:7]([F:8])=[C:6]([O:9][CH2:10][CH3:11])[CH:5]=[C:4]([CH3:12])[C:3]=1[CH:13]=[CH:14][CH:15]1[CH2:20][CH2:19][CH:18]([CH:21]2[CH2:26][CH2:25][CH:24]([CH2:27][CH2:28][CH2:29][CH2:30][CH3:31])[CH2:23][CH2:22]2)[CH2:17][CH2:16]1.[H][H], predict the reaction product. (4) Given the reactants [CH3:1][CH:2]([C:8]([CH:10]([F:12])[F:11])=O)[C:3](OCC)=[O:4].Cl.[CH:14]([NH2:16])=[NH:15].C(O)C.C[O-].[Na+], predict the reaction product. The product is: [F:11][CH:10]([F:12])[C:8]1[N:16]=[CH:14][N:15]=[C:3]([OH:4])[C:2]=1[CH3:1]. (5) The product is: [Cl:1][C:2]1[N:17]=[CH:16][CH:15]=[CH:14][C:3]=1[C:4]([NH:6][C:7]1[CH:12]=[CH:11][CH:10]=[CH:9][C:8]=1[O:13][CH:19]([CH3:23])[C:20](=[O:22])[CH3:21])=[O:5]. Given the reactants [Cl:1][C:2]1[N:17]=[CH:16][CH:15]=[CH:14][C:3]=1[C:4]([NH:6][C:7]1[CH:12]=[CH:11][CH:10]=[CH:9][C:8]=1[OH:13])=[O:5].Br[CH:19]([CH3:23])[C:20](=[O:22])[CH3:21].C(=O)([O-])[O-].[K+].[K+].O, predict the reaction product. (6) Given the reactants [Cl:1][C:2]1[CH:3]=[C:4]2[C:13](=[C:14]3[C:19]=1[CH:18]=[CH:17][CH:16]=[N:15]3)[NH:12][S:11](=[O:21])(=[O:20])[C:10]1[C:5]2=[CH:6][C:7]([C:22]([OH:24])=O)=[CH:8][CH:9]=1.[NH:25]1[CH2:29][CH2:28][CH:27]([OH:30])[CH2:26]1.CCN=C=NCCCN(C)C.Cl.C1C=CC2N(O)N=NC=2C=1, predict the reaction product. The product is: [Cl:1][C:2]1[CH:3]=[C:4]2[C:13](=[C:14]3[C:19]=1[CH:18]=[CH:17][CH:16]=[N:15]3)[NH:12][S:11](=[O:20])(=[O:21])[C:10]1[C:5]2=[CH:6][C:7]([C:22]([N:25]2[CH2:29][CH2:28][CH:27]([OH:30])[CH2:26]2)=[O:24])=[CH:8][CH:9]=1. (7) Given the reactants Cl[C:2]1[N:7]=[C:6]([Cl:8])[N:5]=[CH:4][N:3]=1.CCN(C(C)C)C(C)C.[Cl-].[CH3:19][CH:20]([S:22]([CH2:25][C:26]1[CH:27]=[C:28]([CH:30]=[CH:31][CH:32]=1)[NH3+:29])(=[O:24])=[O:23])[CH3:21], predict the reaction product. The product is: [Cl:8][C:6]1[N:5]=[CH:4][N:3]=[C:2]([NH:29][C:28]2[CH:30]=[CH:31][CH:32]=[C:26]([CH2:25][S:22]([CH:20]([CH3:21])[CH3:19])(=[O:24])=[O:23])[CH:27]=2)[N:7]=1. (8) Given the reactants [Br:1][C:2]1[C:7]([F:8])=[CH:6][CH:5]=[CH:4][C:3]=1[NH:9][C:10](=O)[CH:11]=[CH:12]C1C=CC=CC=1.[Cl-:20].[Cl-].[Cl-].[Al+3].BrC1C(F)=CC=C2C=1NC(=O)C=C2, predict the reaction product. The product is: [Br:1][C:2]1[C:7]([F:8])=[CH:6][CH:5]=[C:4]2[C:3]=1[N:9]=[C:10]([Cl:20])[CH:11]=[CH:12]2. (9) Given the reactants Cl.[NH:2]1[CH2:7][CH2:6][CH:5]([NH:8][C:9]([C:11]2[C:15]3[N:16]=[CH:17][N:18]=[C:19]([C:20]4[C:28]5[O:27][CH2:26][O:25][C:24]=5[CH:23]=[CH:22][C:21]=4[O:29][CH2:30][CH:31]4[CH2:33][CH2:32]4)[C:14]=3[NH:13][CH:12]=2)=[O:10])[CH2:4][CH2:3]1.C1CCN2C(=NCCC2)CC1.[C:45](Cl)(=[O:48])[CH2:46][CH3:47].CO, predict the reaction product. The product is: [C:45]([N:2]1[CH2:7][CH2:6][CH:5]([NH:8][C:9]([C:11]2[C:15]3[N:16]=[CH:17][N:18]=[C:19]([C:20]4[C:28]5[O:27][CH2:26][O:25][C:24]=5[CH:23]=[CH:22][C:21]=4[O:29][CH2:30][CH:31]4[CH2:32][CH2:33]4)[C:14]=3[NH:13][CH:12]=2)=[O:10])[CH2:4][CH2:3]1)(=[O:48])[CH2:46][CH3:47]. (10) Given the reactants [F:1][C:2]1[C:9]([O:10]C)=[C:8]([F:12])[CH:7]=[CH:6][C:3]=1[CH2:4][NH2:5], predict the reaction product. The product is: [NH2:5][CH2:4][C:3]1[C:2]([F:1])=[C:9]([OH:10])[C:8]([F:12])=[CH:7][CH:6]=1.